Dataset: Full USPTO retrosynthesis dataset with 1.9M reactions from patents (1976-2016). Task: Predict the reactants needed to synthesize the given product. (1) Given the product [Si:20]([O:14][CH2:13][C@H:2]([NH2:1])[CH2:3][C:4]1[C:12]2[C:7](=[CH:8][CH:9]=[CH:10][CH:11]=2)[NH:6][CH:5]=1)([C:23]([CH3:26])([CH3:25])[CH3:24])([CH3:22])[CH3:21], predict the reactants needed to synthesize it. The reactants are: [NH2:1][C@@H:2]([CH2:13][OH:14])[CH2:3][C:4]1[C:12]2[C:7](=[CH:8][CH:9]=[CH:10][CH:11]=2)[NH:6][CH:5]=1.N1C=CN=C1.[Si:20](Cl)([C:23]([CH3:26])([CH3:25])[CH3:24])([CH3:22])[CH3:21]. (2) Given the product [Br:16][CH:2]([CH2:3][CH3:4])[C:1]([C:6]1[CH:11]=[CH:10][C:9]([NH:12][C:13](=[O:15])[CH3:14])=[CH:8][CH:7]=1)=[O:5], predict the reactants needed to synthesize it. The reactants are: [C:1]([C:6]1[CH:11]=[CH:10][C:9]([NH:12][C:13](=[O:15])[CH3:14])=[CH:8][CH:7]=1)(=[O:5])[CH2:2][CH2:3][CH3:4].[Br:16]Br. (3) The reactants are: [S:1]1[CH:5]=[CH:4][N:3]=[C:2]1[NH:6][C:7]1[N:12]=[C:11]([C:13]([O:15][CH3:16])=[O:14])[CH:10]=[CH:9][CH:8]=1.C(N(CC)C(C)C)(C)C.Cl[CH2:27][O:28][CH3:29]. Given the product [CH3:27][O:28][CH2:29][N:3]1[CH:4]=[CH:5][S:1][C:2]1=[N:6][C:7]1[N:12]=[C:11]([C:13]([O:15][CH3:16])=[O:14])[CH:10]=[CH:9][CH:8]=1, predict the reactants needed to synthesize it.